From a dataset of NCI-60 drug combinations with 297,098 pairs across 59 cell lines. Regression. Given two drug SMILES strings and cell line genomic features, predict the synergy score measuring deviation from expected non-interaction effect. Drug 1: CC1=C2C(C(=O)C3(C(CC4C(C3C(C(C2(C)C)(CC1OC(=O)C(C(C5=CC=CC=C5)NC(=O)OC(C)(C)C)O)O)OC(=O)C6=CC=CC=C6)(CO4)OC(=O)C)O)C)O. Drug 2: CC1=C(C(=CC=C1)Cl)NC(=O)C2=CN=C(S2)NC3=CC(=NC(=N3)C)N4CCN(CC4)CCO. Cell line: HT29. Synergy scores: CSS=11.1, Synergy_ZIP=-0.750, Synergy_Bliss=1.50, Synergy_Loewe=4.45, Synergy_HSA=4.78.